This data is from Forward reaction prediction with 1.9M reactions from USPTO patents (1976-2016). The task is: Predict the product of the given reaction. (1) The product is: [F:20][C:19]1[C:10]([C:8]2[NH:7][C:6]3[C:27]4([CH2:28][CH2:29]4)[NH:30][C:2](=[O:3])[C:5]=3[CH:9]=2)=[C:11]2[C:16](=[CH:17][CH:18]=1)[N:15]=[C:14]([CH3:21])[C:13]([NH:22][C:23]1([CH3:26])[CH2:25][CH2:24]1)=[N:12]2. Given the reactants [Cl-].[C:2]([C:5]1[CH:9]=[C:8]([C:10]2[C:19]([F:20])=[CH:18][CH:17]=[C:16]3[C:11]=2[N:12]=[C:13]([NH:22][C:23]2([CH3:26])[CH2:25][CH2:24]2)[C:14]([CH3:21])=[N:15]3)[NH:7][C:6]=1[C:27]1([NH3+:30])[CH2:29][CH2:28]1)(O)=[O:3].CN(C=O)C.CCN(C(C)C)C(C)C.F[P-](F)(F)(F)(F)F.N1(O[P+](N2CCCC2)(N2CCCC2)N2CCCC2)C2C=CC=CC=2N=N1, predict the reaction product. (2) Given the reactants C[O:2][C:3](=[O:33])[CH2:4][CH2:5][C:6]1[CH:11]=[CH:10][C:9]([O:12][CH2:13][CH2:14][C@@H:15]([O:17][C:18]2[CH:23]=[CH:22][C:21]([Cl:24])=[CH:20][C:19]=2[C:25]2[CH:30]=[CH:29][CH:28]=[CH:27][C:26]=2[F:31])[CH3:16])=[CH:8][C:7]=1[CH3:32].[OH-].[Na+].Cl, predict the reaction product. The product is: [Cl:24][C:21]1[CH:22]=[CH:23][C:18]([O:17][C@@H:15]([CH3:16])[CH2:14][CH2:13][O:12][C:9]2[CH:10]=[CH:11][C:6]([CH2:5][CH2:4][C:3]([OH:33])=[O:2])=[C:7]([CH3:32])[CH:8]=2)=[C:19]([C:25]2[CH:30]=[CH:29][CH:28]=[CH:27][C:26]=2[F:31])[CH:20]=1. (3) Given the reactants ClC1C=CC([C:10]2[CH2:14][C:13]([C:19]3[CH:24]=[C:23]([Cl:25])[CH:22]=[C:21]([Cl:26])[CH:20]=3)([C:15]([F:18])([F:17])[F:16])[O:12][N:11]=2)=CC=1CN.C([N:29]([CH2:32][CH3:33])[CH2:30][CH3:31])C.[CH:34]1([C:38]([Cl:40])=O)[CH2:37][CH2:36][CH2:35]1.C(=O)([O-])[OH:42].[Na+].O1C[CH2:49][CH2:48][CH2:47]1, predict the reaction product. The product is: [Cl:40][C:38]1[CH:34]=[CH:37][CH:36]=[CH:35][C:33]=1[CH:32]([C:10]1[CH2:14][C:13]([C:19]2[CH:20]=[C:21]([Cl:26])[CH:22]=[C:23]([Cl:25])[CH:24]=2)([C:15]([F:17])([F:18])[F:16])[O:12][N:11]=1)[NH:29][C:30]([CH:31]1[CH2:49][CH2:48][CH2:47]1)=[O:42]. (4) Given the reactants [F:1][C:2]1[CH:31]=[CH:30][C:5]([CH:6]=[C:7]2[CH2:13][CH2:12][CH2:11][C:10]3[CH:14]=[C:15]([N:18]4[CH2:22][C@H:21]([CH2:23][NH:24][C:25](=[O:27])[CH3:26])[O:20][C:19]4=[O:28])[CH:16]=[CH:17][C:9]=3[C:8]2=O)=[CH:4][CH:3]=1.[OH:32][CH2:33][CH2:34][NH:35][NH2:36], predict the reaction product. The product is: [F:1][C:2]1[CH:3]=[CH:4][C:5]([C:6]2[N:35]([CH2:34][CH2:33][OH:32])[N:36]=[C:8]3[C:7]=2[CH2:13][CH2:12][CH2:11][C:10]2[CH:14]=[C:15]([N:18]4[CH2:22][C@H:21]([CH2:23][NH:24][C:25](=[O:27])[CH3:26])[O:20][C:19]4=[O:28])[CH:16]=[CH:17][C:9]3=2)=[CH:30][CH:31]=1. (5) The product is: [CH2:23]([NH:25][C:26]([NH:16][C:14]1[N:15]=[C:11]2[CH:10]=[C:9]([C:17]3[CH:18]=[N:19][CH:20]=[CH:21][CH:22]=3)[CH:8]=[C:7]([C:4]3[O:3][C:2]([CH3:1])=[N:6][CH:5]=3)[N:12]2[N:13]=1)=[O:27])[CH3:24]. Given the reactants [CH3:1][C:2]1[O:3][C:4]([C:7]2[N:12]3[N:13]=[C:14]([NH2:16])[N:15]=[C:11]3[CH:10]=[C:9]([C:17]3[CH:18]=[N:19][CH:20]=[CH:21][CH:22]=3)[CH:8]=2)=[CH:5][N:6]=1.[CH2:23]([N:25]=[C:26]=[O:27])[CH3:24], predict the reaction product. (6) Given the reactants [CH3:1][O:2][C:3]1[C:4]([NH:14][C:15](=[O:19])OCC)=[N:5][C:6]2[C:11]([N:12]=1)=[CH:10][C:9]([CH3:13])=[CH:8][CH:7]=2.[CH3:20][C:21]1[CH:22]=[C:23]([N:27]2[CH2:32][CH2:31][NH:30][CH2:29][CH2:28]2)[CH:24]=[CH:25][CH:26]=1, predict the reaction product. The product is: [CH3:1][O:2][C:3]1[C:4]([NH:14][C:15]([N:30]2[CH2:31][CH2:32][N:27]([C:23]3[CH:24]=[CH:25][CH:26]=[C:21]([CH3:20])[CH:22]=3)[CH2:28][CH2:29]2)=[O:19])=[N:5][C:6]2[C:11]([N:12]=1)=[CH:10][C:9]([CH3:13])=[CH:8][CH:7]=2.